Regression. Given two drug SMILES strings and cell line genomic features, predict the synergy score measuring deviation from expected non-interaction effect. From a dataset of NCI-60 drug combinations with 297,098 pairs across 59 cell lines. (1) Drug 1: C1=C(C(=O)NC(=O)N1)N(CCCl)CCCl. Drug 2: CCC1(C2=C(COC1=O)C(=O)N3CC4=CC5=C(C=CC(=C5CN(C)C)O)N=C4C3=C2)O.Cl. Cell line: U251. Synergy scores: CSS=56.0, Synergy_ZIP=2.15, Synergy_Bliss=1.61, Synergy_Loewe=-14.9, Synergy_HSA=5.35. (2) Drug 1: CS(=O)(=O)C1=CC(=C(C=C1)C(=O)NC2=CC(=C(C=C2)Cl)C3=CC=CC=N3)Cl. Drug 2: CS(=O)(=O)CCNCC1=CC=C(O1)C2=CC3=C(C=C2)N=CN=C3NC4=CC(=C(C=C4)OCC5=CC(=CC=C5)F)Cl. Cell line: HCT116. Synergy scores: CSS=1.09, Synergy_ZIP=-0.174, Synergy_Bliss=-2.61, Synergy_Loewe=-3.97, Synergy_HSA=-4.67. (3) Drug 1: CCC1=CC2CC(C3=C(CN(C2)C1)C4=CC=CC=C4N3)(C5=C(C=C6C(=C5)C78CCN9C7C(C=CC9)(C(C(C8N6C)(C(=O)OC)O)OC(=O)C)CC)OC)C(=O)OC.C(C(C(=O)O)O)(C(=O)O)O. Drug 2: N.N.Cl[Pt+2]Cl. Cell line: SK-OV-3. Synergy scores: CSS=50.9, Synergy_ZIP=6.77, Synergy_Bliss=6.73, Synergy_Loewe=-28.5, Synergy_HSA=7.56. (4) Drug 1: C1=CC(=CC=C1CC(C(=O)O)N)N(CCCl)CCCl.Cl. Drug 2: C1=CC(=CC=C1CCCC(=O)O)N(CCCl)CCCl. Cell line: HL-60(TB). Synergy scores: CSS=83.1, Synergy_ZIP=1.35, Synergy_Bliss=-0.352, Synergy_Loewe=-4.55, Synergy_HSA=-0.183. (5) Drug 1: CC1CCC2CC(C(=CC=CC=CC(CC(C(=O)C(C(C(=CC(C(=O)CC(OC(=O)C3CCCCN3C(=O)C(=O)C1(O2)O)C(C)CC4CCC(C(C4)OC)OCCO)C)C)O)OC)C)C)C)OC. Drug 2: CCN(CC)CCCC(C)NC1=C2C=C(C=CC2=NC3=C1C=CC(=C3)Cl)OC. Cell line: OVCAR-4. Synergy scores: CSS=14.5, Synergy_ZIP=-6.11, Synergy_Bliss=-3.15, Synergy_Loewe=-6.56, Synergy_HSA=-1.47. (6) Drug 1: CCC1(CC2CC(C3=C(CCN(C2)C1)C4=CC=CC=C4N3)(C5=C(C=C6C(=C5)C78CCN9C7C(C=CC9)(C(C(C8N6C=O)(C(=O)OC)O)OC(=O)C)CC)OC)C(=O)OC)O.OS(=O)(=O)O. Drug 2: C1=NC2=C(N=C(N=C2N1C3C(C(C(O3)CO)O)O)F)N. Cell line: U251. Synergy scores: CSS=31.8, Synergy_ZIP=2.94, Synergy_Bliss=5.14, Synergy_Loewe=-52.1, Synergy_HSA=1.78. (7) Drug 1: CN(CC1=CN=C2C(=N1)C(=NC(=N2)N)N)C3=CC=C(C=C3)C(=O)NC(CCC(=O)O)C(=O)O. Drug 2: C(CC(=O)O)C(=O)CN.Cl. Cell line: SNB-75. Synergy scores: CSS=21.7, Synergy_ZIP=-7.54, Synergy_Bliss=-2.11, Synergy_Loewe=-16.4, Synergy_HSA=-2.02. (8) Drug 1: C1=NC2=C(N=C(N=C2N1C3C(C(C(O3)CO)O)F)Cl)N. Drug 2: C1=NNC2=C1C(=O)NC=N2. Cell line: MALME-3M. Synergy scores: CSS=-5.38, Synergy_ZIP=0.899, Synergy_Bliss=-1.99, Synergy_Loewe=-2.58, Synergy_HSA=-3.97. (9) Drug 1: C1=CC(=CC=C1CCCC(=O)O)N(CCCl)CCCl. Drug 2: B(C(CC(C)C)NC(=O)C(CC1=CC=CC=C1)NC(=O)C2=NC=CN=C2)(O)O. Cell line: OVCAR-8. Synergy scores: CSS=7.64, Synergy_ZIP=-8.92, Synergy_Bliss=-8.65, Synergy_Loewe=-8.55, Synergy_HSA=-8.96. (10) Drug 1: CCCCCOC(=O)NC1=NC(=O)N(C=C1F)C2C(C(C(O2)C)O)O. Drug 2: COC1=C2C(=CC3=C1OC=C3)C=CC(=O)O2. Cell line: UACC-257. Synergy scores: CSS=-6.50, Synergy_ZIP=3.36, Synergy_Bliss=-0.371, Synergy_Loewe=-7.15, Synergy_HSA=-6.88.